This data is from HIV replication inhibition screening data with 41,000+ compounds from the AIDS Antiviral Screen. The task is: Binary Classification. Given a drug SMILES string, predict its activity (active/inactive) in a high-throughput screening assay against a specified biological target. (1) The result is 0 (inactive). The compound is CCOC(=O)C1(c2ccccc2)CCCNCC1. (2) The molecule is CCOc1ccc(NC2OC(CO)C(O)C(O)C2NC(C)=O)cc1. The result is 0 (inactive).